Dataset: Reaction yield outcomes from USPTO patents with 853,638 reactions. Task: Predict the reaction yield, written as a fraction of the theoretical maximum amount of product (1.0 means a 100% yield; for example, 0.34 means a 34% yield). (1) The reactants are [CH3:1][O:2][C:3]1[CH:8]=[CH:7][C:6]([C:9]2([C:15]#N)[CH2:14][CH2:13][CH2:12][CH2:11][CH2:10]2)=[CH:5][CH:4]=1.[OH-:17].[Na+].Cl.[OH2:20]. The catalyst is O1CCOCC1.OO. The product is [CH3:1][O:2][C:3]1[CH:8]=[CH:7][C:6]([C:9]2([C:15]([OH:20])=[O:17])[CH2:14][CH2:13][CH2:12][CH2:11][CH2:10]2)=[CH:5][CH:4]=1. The yield is 0.710. (2) The product is [CH2:1]([C:4]1[CH:12]=[CH:11][C:7]([C:8]([O:10][CH3:13])=[O:9])=[CH:6][CH:5]=1)[CH2:2][CH3:3]. The reactants are [CH2:1]([C:4]1[CH:12]=[CH:11][C:7]([C:8]([OH:10])=[O:9])=[CH:6][CH:5]=1)[CH2:2][CH3:3].[CH3:13][Si](C=[N+]=[N-])(C)C. The catalyst is CO.ClCCl. The yield is 0.970.